This data is from Peptide-MHC class I binding affinity with 185,985 pairs from IEDB/IMGT. The task is: Regression. Given a peptide amino acid sequence and an MHC pseudo amino acid sequence, predict their binding affinity value. This is MHC class I binding data. (1) The peptide sequence is DTWHGFKNM. The MHC is HLA-B48:01 with pseudo-sequence HLA-B48:01. The binding affinity (normalized) is 0.0847. (2) The peptide sequence is CYYQEGKPL. The MHC is Mamu-B1001 with pseudo-sequence Mamu-B1001. The binding affinity (normalized) is 0.241. (3) The peptide sequence is IPQSYDSWWTSL. The MHC is H-2-Ld with pseudo-sequence H-2-Ld. The binding affinity (normalized) is 0.319. (4) The peptide sequence is ATAARELNPS. The MHC is HLA-A01:01 with pseudo-sequence HLA-A01:01. The binding affinity (normalized) is 0.